From a dataset of Reaction yield outcomes from USPTO patents with 853,638 reactions. Predict the reaction yield, written as a fraction of the theoretical maximum amount of product (1.0 means a 100% yield; for example, 0.34 means a 34% yield). (1) The reactants are [CH2:1]([O:8][C:9]1[CH:18]=[C:17]2[C:12]([C:13]([Cl:19])=[N:14][CH:15]=[N:16]2)=[CH:11][C:10]=1[O:20][CH3:21])[C:2]1[CH:7]=[CH:6][CH:5]=[CH:4][CH:3]=1.[Br:22][C:23]1[CH:29]=[CH:28][C:26]([NH2:27])=[C:25]([F:30])[CH:24]=1. The product is [ClH:19].[CH2:1]([O:8][C:9]1[CH:18]=[C:17]2[C:12]([C:13]([NH:27][C:26]3[CH:28]=[CH:29][C:23]([Br:22])=[CH:24][C:25]=3[F:30])=[N:14][CH:15]=[N:16]2)=[CH:11][C:10]=1[O:20][CH3:21])[C:2]1[CH:7]=[CH:6][CH:5]=[CH:4][CH:3]=1. The yield is 0.780. The catalyst is CC(O)C. (2) The reactants are [CH2:1]([O:8][C:9]1[CH:10]=[CH:11][C:12]([C@@H:20]([O:39][Si:40]([C:43]([CH3:46])([CH3:45])[CH3:44])([CH3:42])[CH3:41])[CH2:21][N:22]([CH2:30][CH2:31][C:32]2[CH:37]=[CH:36][C:35]([OH:38])=[CH:34][CH:33]=2)[C:23](=[O:29])[O:24][C:25]([CH3:28])([CH3:27])[CH3:26])=[C:13]2[C:18]=1[NH:17][C:16](=[O:19])[CH:15]=[CH:14]2)[C:2]1[CH:7]=[CH:6][CH:5]=[CH:4][CH:3]=1.C(N(CC)CC)C.[F:54][C:55]([F:75])([F:74])[S:56](N(C1C=CC(Cl)=CN=1)[S:56]([C:55]([F:75])([F:74])[F:54])(=[O:58])=[O:57])(=[O:58])=[O:57]. The catalyst is C(Cl)Cl. The product is [F:54][C:55]([F:75])([F:74])[S:56]([O:38][C:35]1[CH:36]=[CH:37][C:32]([CH2:31][CH2:30][N:22]([CH2:21][C@@H:20]([C:12]2[CH:11]=[CH:10][C:9]([O:8][CH2:1][C:2]3[CH:3]=[CH:4][CH:5]=[CH:6][CH:7]=3)=[C:18]3[C:13]=2[CH:14]=[CH:15][C:16](=[O:19])[NH:17]3)[O:39][Si:40]([C:43]([CH3:46])([CH3:45])[CH3:44])([CH3:41])[CH3:42])[C:23]([O:24][C:25]([CH3:26])([CH3:28])[CH3:27])=[O:29])=[CH:33][CH:34]=1)(=[O:58])=[O:57]. The yield is 0.960. (3) The reactants are Cl[C:2]1[CH:7]=[C:6]([O:8][CH:9]2[CH2:12][CH2:11][CH2:10]2)[CH:5]=[CH:4][N:3]=1.CC(C1C=C(C(C)C)C(C2C=CC=CC=2P(C2CCCCC2)C2CCCCC2)=C(C(C)C)C=1)C.[Cl-].[C:48]([O:52][C:53](=[O:56])[CH2:54][Zn+])([CH3:51])([CH3:50])[CH3:49].CCOCC. The catalyst is C1C=CC(/C=C/C(/C=C/C2C=CC=CC=2)=O)=CC=1.C1C=CC(/C=C/C(/C=C/C2C=CC=CC=2)=O)=CC=1.C1C=CC(/C=C/C(/C=C/C2C=CC=CC=2)=O)=CC=1.[Pd].[Pd]. The product is [CH:9]1([O:8][C:6]2[CH:5]=[CH:4][N:3]=[C:2]([CH2:54][C:53]([O:52][C:48]([CH3:51])([CH3:50])[CH3:49])=[O:56])[CH:7]=2)[CH2:12][CH2:11][CH2:10]1. The yield is 0.490.